From a dataset of Full USPTO retrosynthesis dataset with 1.9M reactions from patents (1976-2016). Predict the reactants needed to synthesize the given product. (1) Given the product [CH2:10]([C:7]1[CH:8]=[CH:9][C:4]([CH2:3][OH:2])=[C:5]([C:14]([F:15])([F:16])[F:17])[CH:6]=1)[CH:11]([CH3:13])[CH3:12], predict the reactants needed to synthesize it. The reactants are: C[O:2][C:3](=O)[C:4]1[CH:9]=[CH:8][C:7]([CH2:10][CH:11]([CH3:13])[CH3:12])=[CH:6][C:5]=1[C:14]([F:17])([F:16])[F:15].[BH4-].[Li+].Cl. (2) Given the product [F:8][C:5]1[CH:4]=[N:3][C:2]([N:15]2[CH2:20][CH2:19][NH:18][CH2:17][CH2:16]2)=[N:7][CH:6]=1, predict the reactants needed to synthesize it. The reactants are: Cl[C:2]1[N:7]=[CH:6][C:5]([F:8])=[CH:4][N:3]=1.C(=O)([O-])[O-].[K+].[K+].[NH:15]1[CH2:20][CH2:19][NH:18][CH2:17][CH2:16]1. (3) Given the product [F:1][C:2]1[C:3]([O:21][C@@H:24]2[CH2:25][CH2:26][O:22][CH2:23]2)=[C:4]([CH:15]=[C:16]([N+:18]([O-:20])=[O:19])[CH:17]=1)[CH2:5][N:6]([CH3:14])[C:7](=[O:13])[O:8][C:9]([CH3:11])([CH3:12])[CH3:10], predict the reactants needed to synthesize it. The reactants are: [F:1][C:2]1[C:3]([OH:21])=[C:4]([CH:15]=[C:16]([N+:18]([O-:20])=[O:19])[CH:17]=1)[CH2:5][N:6]([CH3:14])[C:7](=[O:13])[O:8][C:9]([CH3:12])([CH3:11])[CH3:10].[O:22]1[CH2:26][CH2:25][C@H:24](O)[CH2:23]1.C1C=CC(P(C2C=CC=CC=2)C2C=CC=CC=2)=CC=1.CC(OC(/N=N/C(OC(C)C)=O)=O)C. (4) Given the product [CH2:1]([O:8][C:9]1[CH:10]=[CH:11][C:12]2[C:16]([Br:17])=[C:15]([Br:18])[S:14](=[O:23])[C:13]=2[CH:19]=1)[C:2]1[CH:3]=[CH:4][CH:5]=[CH:6][CH:7]=1, predict the reactants needed to synthesize it. The reactants are: [CH2:1]([O:8][C:9]1[CH:10]=[CH:11][C:12]2[C:16]([Br:17])=[C:15]([Br:18])[S:14][C:13]=2[CH:19]=1)[C:2]1[CH:7]=[CH:6][CH:5]=[CH:4][CH:3]=1.FC(F)(F)C(O)=[O:23].OO.S(=O)(O)[O-].[Na+]. (5) Given the product [CH3:21][N:22]([CH2:29][C:30]1[CH:35]=[CH:34][C:33]([C:36]2[CH:41]=[CH:40][C:39]([S:42]([CH3:45])(=[O:44])=[O:43])=[CH:38][CH:37]=2)=[CH:32][N:31]=1)[CH:23]1[CH2:28][CH2:27][N:26]([C:9]([O:8][C@@H:2]2[CH2:3][C@H:4]3[CH2:7][C@@H:1]2[CH2:6][CH2:5]3)=[O:10])[CH2:25][CH2:24]1, predict the reactants needed to synthesize it. The reactants are: [C@@H:1]12[CH2:7][C@@H:4]([CH2:5][CH2:6]1)[CH2:3][C@H:2]2[OH:8].[C:9](N1C=CN=C1)(N1C=CN=C1)=[O:10].[CH3:21][N:22]([CH2:29][C:30]1[CH:35]=[CH:34][C:33]([C:36]2[CH:41]=[CH:40][C:39]([S:42]([CH3:45])(=[O:44])=[O:43])=[CH:38][CH:37]=2)=[CH:32][N:31]=1)[CH:23]1[CH2:28][CH2:27][NH:26][CH2:25][CH2:24]1. (6) Given the product [ClH:33].[F:24][C:21]1[CH:20]=[CH:19][C:18]([C:15]2[CH:16]=[CH:17][C:12]([C@@H:10]3[CH2:9][C@H:8]3[NH:7][CH3:6])=[CH:13][CH:14]=2)=[CH:23][CH:22]=1, predict the reactants needed to synthesize it. The reactants are: C(O[C:6](=O)[NH:7][CH2:8][C@@H:9]1C[C@H:10]1[C:12]1[CH:17]=[CH:16][C:15]([C:18]2[CH:23]=[CH:22][C:21]([F:24])=[CH:20][CH:19]=2)=[CH:14][CH:13]=1)(C)(C)C.C(O)(C(F)(F)F)=O.[ClH:33].CCOCC. (7) Given the product [OH:8][C:9]1[CH:10]=[CH:11][C:12]([C:15]2[CH:20]=[CH:19][C:18]([CH2:21][C:22]3[C:23]([O:28][C@@H:29]4[O:46][C@H:45]([CH2:47][O:48][C:49](=[O:51])[CH3:50])[C@@H:40]([O:41][C:42](=[O:44])[CH3:43])[C@H:35]([O:36][C:37](=[O:39])[CH3:38])[C@H:30]4[O:31][C:32](=[O:34])[CH3:33])=[N:24][NH:25][C:26]=3[CH3:27])=[CH:17][CH:16]=2)=[CH:13][CH:14]=1, predict the reactants needed to synthesize it. The reactants are: C([O:8][C:9]1[CH:14]=[CH:13][C:12]([C:15]2[CH:20]=[CH:19][C:18]([CH2:21][C:22]3[C:23]([O:28][C@@H:29]4[O:46][C@H:45]([CH2:47][O:48][C:49](=[O:51])[CH3:50])[C@@H:40]([O:41][C:42](=[O:44])[CH3:43])[C@H:35]([O:36][C:37](=[O:39])[CH3:38])[C@H:30]4[O:31][C:32](=[O:34])[CH3:33])=[N:24][NH:25][C:26]=3[CH3:27])=[CH:17][CH:16]=2)=[CH:11][CH:10]=1)C1C=CC=CC=1.